This data is from Full USPTO retrosynthesis dataset with 1.9M reactions from patents (1976-2016). The task is: Predict the reactants needed to synthesize the given product. (1) Given the product [C:16]([O:20][C:21]([CH:23]1[CH2:29][CH2:28][N:27]([CH2:15][CH:13]([OH:14])[C:6]2[C:5]3[C:10](=[CH:11][CH:12]=[C:3]([O:2][CH3:1])[CH:4]=3)[N:9]=[CH:8][CH:7]=2)[CH2:26][CH2:25][NH:24]1)=[O:22])([CH3:19])([CH3:17])[CH3:18], predict the reactants needed to synthesize it. The reactants are: [CH3:1][O:2][C:3]1[CH:4]=[C:5]2[C:10](=[CH:11][CH:12]=1)[N:9]=[CH:8][CH:7]=[C:6]2[CH:13]1[CH2:15][O:14]1.[C:16]([O:20][C:21]([CH:23]1[CH2:29][CH2:28][NH:27][CH2:26][CH2:25][NH:24]1)=[O:22])([CH3:19])([CH3:18])[CH3:17].Cl([O-])(=O)(=O)=O.[Li+].C(=O)([O-])[O-].[K+].[K+]. (2) Given the product [CH3:18][O:17][C:5]1[C:6]2[N:7]([N:8]=[C:9]([C:11]3([C:14]([OH:16])=[O:15])[CH2:13][CH2:12]3)[N:10]=2)[C:2]([C:27]2[CH:28]=[C:29]3[C:33](=[CH:34][CH:35]=2)[C:32](=[O:36])[O:31][CH2:30]3)=[CH:3][CH:4]=1, predict the reactants needed to synthesize it. The reactants are: Br[C:2]1[N:7]2[N:8]=[C:9]([C:11]3([C:14]([OH:16])=[O:15])[CH2:13][CH2:12]3)[N:10]=[C:6]2[C:5]([O:17][CH3:18])=[CH:4][CH:3]=1.CC1(C)C(C)(C)OB([C:27]2[CH:28]=[C:29]3[C:33](=[CH:34][CH:35]=2)[C:32](=[O:36])[O:31][CH2:30]3)O1.B([O-])[O-].C1(P(C2CCCCC2)C2CCCCC2)CCCCC1.[O-]P([O-])([O-])=O.[K+].[K+].[K+]. (3) Given the product [C:29]1([N:28]2[C:10]([C:11]3[C:16](=[O:17])[CH:15]=[CH:14][N:13]([C:18]4[CH:23]=[CH:22][CH:21]=[C:20]([C:24]([F:27])([F:26])[F:25])[CH:19]=4)[N:12]=3)=[N:1][N:2]=[N:3]2)[CH:34]=[CH:33][CH:32]=[CH:31][CH:30]=1, predict the reactants needed to synthesize it. The reactants are: [N:1]1([CH:10]([NH:28][C:29]2[CH:34]=[CH:33][CH:32]=[CH:31][CH:30]=2)[C:11]2[C:16](=[O:17])[CH:15]=[CH:14][N:13]([C:18]3[CH:23]=[CH:22][CH:21]=[C:20]([C:24]([F:27])([F:26])[F:25])[CH:19]=3)[N:12]=2)C2C=CC=CC=2[N:3]=[N:2]1.[N-]=[N+]=[N-].[Na+].FC(F)(F)C(O)=O. (4) Given the product [Cl:1][C:2]1[CH:3]=[C:4]([N:9]2[CH2:14][CH2:13][O:12][CH2:11][CH2:10]2)[N:5]=[C:6]([NH:23][CH2:22][CH2:21][C:17]2[S:16][CH:20]=[CH:19][N:18]=2)[N:7]=1, predict the reactants needed to synthesize it. The reactants are: [Cl:1][C:2]1[N:7]=[C:6](I)[N:5]=[C:4]([N:9]2[CH2:14][CH2:13][O:12][CH2:11][CH2:10]2)[CH:3]=1.Cl.[S:16]1[CH:20]=[CH:19][N:18]=[C:17]1[CH2:21][CH2:22][NH2:23].CC(C)([O-])C.[Na+]. (5) Given the product [Br:1][C:2]1[CH:10]=[CH:9][C:5]([C:6]([N:28]2[CH2:29][CH2:30][N:25]([C:19]3[CH:20]=[CH:21][C:22]([CH3:24])=[CH:23][C:18]=3[CH2:16][CH3:17])[CH2:26][CH2:27]2)=[O:8])=[C:4]([S:11]([CH3:14])(=[O:13])=[O:12])[CH:3]=1, predict the reactants needed to synthesize it. The reactants are: [Br:1][C:2]1[CH:10]=[CH:9][C:5]([C:6]([OH:8])=O)=[C:4]([S:11]([CH3:14])(=[O:13])=[O:12])[CH:3]=1.Cl.[CH2:16]([C:18]1[CH:23]=[C:22]([CH3:24])[CH:21]=[CH:20][C:19]=1[N:25]1[CH2:30][CH2:29][NH:28][CH2:27][CH2:26]1)[CH3:17].O.[Cl-].COC1N=C(OC)N=C([N+]2(C)CCOCC2)N=1.CN1CCOCC1.